Regression/Classification. Given a drug SMILES string, predict its absorption, distribution, metabolism, or excretion properties. Task type varies by dataset: regression for continuous measurements (e.g., permeability, clearance, half-life) or binary classification for categorical outcomes (e.g., BBB penetration, CYP inhibition). Dataset: cyp1a2_veith. From a dataset of CYP1A2 inhibition data for predicting drug metabolism from PubChem BioAssay. (1) The drug is O=C(O)Cc1cc(Cl)ccc1O. The result is 0 (non-inhibitor). (2) The drug is Br.Cc1ccc(C)c(C(=O)CN2C3=NCCCN3c3ccccc32)c1. The result is 1 (inhibitor). (3) The compound is FC(F)(F)c1ccccc1-c1nc(Nc2ccncc2)c2ccccc2n1. The result is 1 (inhibitor). (4) The compound is CC1(C)OC[C@@H]([C@H]2O[C@H](On3nnc4ccc(Cl)cc43)[C@@H]3OC(C)(C)O[C@H]23)O1. The result is 0 (non-inhibitor). (5) The result is 1 (inhibitor). The compound is O=S(=O)(NCCOCC(F)(F)F)c1ccc2oc3ccccc3c2c1. (6) The drug is COc1ccc(CNC(=O)[C@H](C)[C@H]2C[C@]2(C)[C@H](NC(=O)OCc2ccccc2)c2ccccc2)cc1OC. The result is 1 (inhibitor).